Dataset: hERG potassium channel inhibition data for cardiac toxicity prediction from Karim et al.. Task: Regression/Classification. Given a drug SMILES string, predict its toxicity properties. Task type varies by dataset: regression for continuous values (e.g., LD50, hERG inhibition percentage) or binary classification for toxic/non-toxic outcomes (e.g., AMES mutagenicity, cardiotoxicity, hepatotoxicity). Dataset: herg_karim. (1) The drug is CN(C)c1ccc(-c2ccc(OCCCN3CCCCC3)cc2)cc1. The result is 0 (non-blocker). (2) The drug is COc1ccc(C2CN(CCCC3CCNCC3)CC2CNC(=O)c2cccc(Cl)c2)cc1. The result is 0 (non-blocker). (3) The compound is CCC(COC(=O)c1cc(OC)c(OC)c(OC)c1)(c1ccccc1)[N+](C)C. The result is 0 (non-blocker). (4) The drug is Cn1cc(-c2ccc(Nc3nn([C@H]4COCC[C@@H]4C#N)cc3C(N)=O)cc2)cn1. The result is 0 (non-blocker). (5) The compound is Cc1ncoc1-c1nnc(SCCCN[C@H]2CC[C@]3(c4ccc(C(F)(F)F)cc4)CC23)n1C. The result is 1 (blocker). (6) The drug is CN(Cc1ccccn1)Cc1ccccc1CNc1ccnc2cc(Cl)ccc12. The result is 1 (blocker). (7) The molecule is c1ccc(CN(c2cccc3[nH]ccc23)C2CCNC2)cc1. The result is 1 (blocker). (8) The compound is CC(c1ccc(-c2ccc(=O)n(C)c2F)cc1)C(N)C(=O)N1CCC(F)C1. The result is 0 (non-blocker).